Predict the reactants needed to synthesize the given product. From a dataset of Full USPTO retrosynthesis dataset with 1.9M reactions from patents (1976-2016). (1) The reactants are: [Cl:1][C:2]1[CH:19]=[CH:18][C:5]2[C:6](=[O:17])[C:7]3[CH:14]=[CH:13][C:12]([O:15]C)=[CH:11][C:8]=3[CH2:9][CH2:10][C:4]=2[CH:3]=1.Br. Given the product [Cl:1][C:2]1[CH:19]=[CH:18][C:5]2[C:6](=[O:17])[C:7]3[CH:14]=[CH:13][C:12]([OH:15])=[CH:11][C:8]=3[CH2:9][CH2:10][C:4]=2[CH:3]=1, predict the reactants needed to synthesize it. (2) Given the product [CH2:18]([N:15]1[C:16]2[CH:17]=[C:9]3[N:8]=[C:7]([C:3]4[C:2]([NH:1][C:33]([CH:31]5[CH2:32][CH:30]5[C:24]5[CH:29]=[CH:28][CH:27]=[CH:26][CH:25]=5)=[O:34])=[CH:6][NH:5][N:4]=4)[NH:23][C:10]3=[CH:11][C:12]=2[C:13]([CH3:22])([CH3:21])[C:14]1=[O:20])[CH3:19], predict the reactants needed to synthesize it. The reactants are: [NH2:1][C:2]1[C:3]([C:7]2[NH:23][C:10]3=[CH:11][C:12]4[C:13]([CH3:22])([CH3:21])[C:14](=[O:20])[N:15]([CH2:18][CH3:19])[C:16]=4[CH:17]=[C:9]3[N:8]=2)=[N:4][NH:5][CH:6]=1.[C:24]1([C@@H:30]2[CH2:32][C@H:31]2[C:33](Cl)=[O:34])[CH:29]=[CH:28][CH:27]=[CH:26][CH:25]=1. (3) Given the product [O:24]=[C:16]1[NH:15][C:14]2[S:25][C:11]([C:9]([OH:10])=[O:33])=[CH:12][C:13]=2/[C:17]/1=[CH:18]/[C:19]1[NH:20][CH:21]=[CH:22][CH:23]=1, predict the reactants needed to synthesize it. The reactants are: O1CCCCC1ON[C:9]([C:11]1[S:25][C:14]2[NH:15][C:16](=[O:24])/[C:17](=[CH:18]\[C:19]3[NH:20][CH:21]=[CH:22][CH:23]=3)/[C:13]=2[CH:12]=1)=[O:10].C1(C)C=CC(S(O)(=O)=[O:33])=CC=1.